From a dataset of Reaction yield outcomes from USPTO patents with 853,638 reactions. Predict the reaction yield, written as a fraction of the theoretical maximum amount of product (1.0 means a 100% yield; for example, 0.34 means a 34% yield). (1) The reactants are [NH2:1][C:2]1[S:3][C:4](Br)=[C:5]([C:7]([CH3:10])([CH3:9])[CH3:8])[N:6]=1.[NH:12]1[CH2:17][CH2:16][CH2:15][CH2:14][CH2:13]1.C(=O)([O-])[O-].[K+].[K+].C(#N)C. The catalyst is O. The product is [NH2:1][C:2]1[S:3][C:4]([N:12]2[CH2:17][CH2:16][CH2:15][CH2:14][CH2:13]2)=[C:5]([C:7]([CH3:10])([CH3:9])[CH3:8])[N:6]=1. The yield is 0.793. (2) The reactants are C([O:3][C:4](=[O:36])[CH2:5][C@H:6]([NH:14][C:15]([C:17]1[CH:21]=[C:20]([O:22][CH2:23][C:24]2([CH3:28])[CH2:27][O:26][CH2:25]2)[N:19]([C:29]2[CH:34]=[CH:33][CH:32]=[CH:31][C:30]=2[F:35])[N:18]=1)=[O:16])[C:7]1[CH:12]=[CH:11][CH:10]=[CH:9][C:8]=1[CH3:13])C.[OH-].[Li+]. The catalyst is C1COCC1.O. The product is [F:35][C:30]1[CH:31]=[CH:32][CH:33]=[CH:34][C:29]=1[N:19]1[C:20]([O:22][CH2:23][C:24]2([CH3:28])[CH2:27][O:26][CH2:25]2)=[CH:21][C:17]([C:15]([NH:14][C@H:6]([C:7]2[CH:12]=[CH:11][CH:10]=[CH:9][C:8]=2[CH3:13])[CH2:5][C:4]([OH:36])=[O:3])=[O:16])=[N:18]1. The yield is 0.750. (3) The reactants are [C:1]([C:3]1[CH:4]=[C:5]([N:10]([CH2:15][C:16]2[CH:21]=[CH:20][C:19](I)=[CH:18][CH:17]=2)[C:11](=[O:14])[CH2:12][CH3:13])[CH:6]=[C:7]([F:9])[CH:8]=1)#[N:2].[CH3:23][N:24]1[CH:28]=[C:27](B(O)O)[C:26]([CH3:32])=[N:25]1. No catalyst specified. The product is [C:1]([C:3]1[CH:4]=[C:5]([N:10]([CH2:15][C:16]2[CH:21]=[CH:20][C:19]([C:27]3[C:26]([CH3:32])=[N:25][N:24]([CH3:23])[CH:28]=3)=[CH:18][CH:17]=2)[C:11](=[O:14])[CH2:12][CH3:13])[CH:6]=[C:7]([F:9])[CH:8]=1)#[N:2]. The yield is 0.780. (4) The reactants are Br[CH2:2][CH2:3][CH:4]([S:9]([OH:12])(=[O:11])=[O:10])[C:5]([O:7][CH3:8])=[O:6].[C:13]([OH:16])(=[S:15])[CH3:14].CCN(C(C)C)C(C)C. The catalyst is C1COCC1. The product is [C:13]([S:15][CH2:2][CH2:3][CH:4]([S:9]([OH:12])(=[O:11])=[O:10])[C:5]([O:7][CH3:8])=[O:6])(=[O:16])[CH3:14]. The yield is 0.900. (5) The reactants are [CH2:1]([O:3][C:4]([C:6]1[CH:7]=[N:8][N:9]([C:11]([NH:18][C:19]2[CH:24]=[CH:23][C:22]([O:25][C:26]3[C:31]([CH3:32])=[CH:30][CH:29]=[CH:28][C:27]=3[CH3:33])=[C:21]([CH3:34])[CH:20]=2)=[N:12][C:13]([O:15]CC)=O)[CH:10]=1)=[O:5])[CH3:2].ClCCCl. The catalyst is [Ti](Cl)(Cl)(Cl)Cl.CCO. The product is [CH2:1]([O:3][C:4]([C:6]1[CH:7]=[N:8][N:9]([C:11]2[NH:12][C:13](=[O:15])[C:24]3[C:19](=[CH:20][C:21]([CH3:34])=[C:22]([O:25][C:26]4[C:27]([CH3:33])=[CH:28][CH:29]=[CH:30][C:31]=4[CH3:32])[CH:23]=3)[N:18]=2)[CH:10]=1)=[O:5])[CH3:2]. The yield is 0.320. (6) The reactants are [Br:1][CH2:2][CH2:3][CH2:4][CH2:5][CH2:6][CH2:7][CH2:8][CH2:9]C=O.[CH3:12][O:13][CH:14](OC)[O:15][CH3:16].Cl. The catalyst is O1CCOCC1.C(=O)(O)[O-].[Na+].CO. The product is [Br:1][CH2:2][CH2:3][CH2:4][CH2:5][CH2:6][CH2:7][CH2:8][CH2:9][CH:14]([O:15][CH3:16])[O:13][CH3:12]. The yield is 0.970. (7) The reactants are [F:1][C:2]1[CH:3]=[C:4]([CH:14]([NH:16][C:17]([C:19]2[N:20]=[C:21](Cl)[O:22][CH:23]=2)=[O:18])[CH3:15])[CH:5]=[C:6]([F:13])[C:7]=1[NH:8][S:9]([CH3:12])(=[O:11])=[O:10].[Cl:25][C:26]1[CH:27]=[C:28]([OH:32])[CH:29]=[CH:30][CH:31]=1. No catalyst specified. The product is [F:1][C:2]1[CH:3]=[C:4]([CH:14]([NH:16][C:17]([C:19]2[N:20]=[C:21]([O:32][C:28]3[CH:29]=[CH:30][CH:31]=[C:26]([Cl:25])[CH:27]=3)[O:22][CH:23]=2)=[O:18])[CH3:15])[CH:5]=[C:6]([F:13])[C:7]=1[NH:8][S:9]([CH3:12])(=[O:11])=[O:10]. The yield is 0.290.